From a dataset of Peptide-MHC class II binding affinity with 134,281 pairs from IEDB. Regression. Given a peptide amino acid sequence and an MHC pseudo amino acid sequence, predict their binding affinity value. This is MHC class II binding data. (1) The peptide sequence is LTEHGCNRLKRMAVS. The MHC is HLA-DQA10103-DQB10603 with pseudo-sequence HLA-DQA10103-DQB10603. The binding affinity (normalized) is 0. (2) The peptide sequence is AARLLSIRAMSTKFS. The MHC is HLA-DPA10301-DPB10402 with pseudo-sequence HLA-DPA10301-DPB10402. The binding affinity (normalized) is 0.623.